Dataset: Catalyst prediction with 721,799 reactions and 888 catalyst types from USPTO. Task: Predict which catalyst facilitates the given reaction. (1) Reactant: [NH2:1][C:2]1[C:11](=[O:12])[C:10]2[C:5](=[CH:6][CH:7]=[C:8]([Br:13])[CH:9]=2)[N:4]([CH3:14])[CH:3]=1.C(N(CC)CC)C.[CH:22]1([C:25](Cl)=[O:26])[CH2:24][CH2:23]1. Product: [Br:13][C:8]1[CH:9]=[C:10]2[C:5](=[CH:6][CH:7]=1)[N:4]([CH3:14])[CH:3]=[C:2]([NH:1][C:25]([CH:22]1[CH2:24][CH2:23]1)=[O:26])[C:11]2=[O:12]. The catalyst class is: 4. (2) Reactant: Cl.[NH2:2][CH2:3][CH2:4][C:5]1[C:13]2[C:8](=[CH:9][CH:10]=[CH:11][CH:12]=2)[NH:7][CH:6]=1.N. Product: [NH2:2][CH2:3][CH2:4][C:5]1[C:13]2[C:8](=[CH:9][CH:10]=[CH:11][CH:12]=2)[NH:7][CH:6]=1. The catalyst class is: 6.